Dataset: Full USPTO retrosynthesis dataset with 1.9M reactions from patents (1976-2016). Task: Predict the reactants needed to synthesize the given product. (1) Given the product [C:25]([O:24][C:22]([N:10]1[C:11]2[C:7](=[CH:6][C:5]([O:4][P:3]([O:2][CH3:1])([C:16]3[CH:17]=[CH:18][CH:19]=[CH:20][CH:21]=3)=[O:15])=[CH:13][CH:12]=2)[C:8]([I:14])=[N:9]1)=[O:23])([CH3:28])([CH3:27])[CH3:26], predict the reactants needed to synthesize it. The reactants are: [CH3:1][O:2][P:3]([C:16]1[CH:21]=[CH:20][CH:19]=[CH:18][CH:17]=1)(=[O:15])[O:4][C:5]1[CH:6]=[C:7]2[C:11](=[CH:12][CH:13]=1)[NH:10][N:9]=[C:8]2[I:14].[C:22](O[C:22]([O:24][C:25]([CH3:28])([CH3:27])[CH3:26])=[O:23])([O:24][C:25]([CH3:28])([CH3:27])[CH3:26])=[O:23].C(N(CC)CC)C. (2) Given the product [Br:1][C:2]1[CH:10]=[C:9]2[C:5]([CH:6]=[C:7]([C:11]([N:13]3[CH2:14][CH2:15][N:16]([S:19]([N:22]4[CH2:23][CH2:24][CH2:25][CH2:26][CH2:27]4)(=[O:21])=[O:20])[CH2:17][CH2:18]3)=[O:12])[N:8]2[CH:49]([CH3:51])[CH3:50])=[CH:4][C:3]=1[O:28][CH:29]1[CH2:30][CH2:31][N:32]([CH:35]([CH3:37])[CH3:36])[CH2:33][CH2:34]1, predict the reactants needed to synthesize it. The reactants are: [Br:1][C:2]1[CH:10]=[C:9]2[C:5]([CH:6]=[C:7]([C:11]([N:13]3[CH2:18][CH2:17][N:16]([S:19]([N:22]4[CH2:27][CH2:26][CH2:25][CH2:24][CH2:23]4)(=[O:21])=[O:20])[CH2:15][CH2:14]3)=[O:12])[NH:8]2)=[CH:4][C:3]=1[O:28][CH:29]1[CH2:34][CH2:33][N:32]([CH:35]([CH3:37])[CH3:36])[CH2:31][CH2:30]1.C(=O)([O-])[O-].[Cs+].[Cs+].CS(O[CH:49]([CH3:51])[CH3:50])(=O)=O.C(=O)(O)[O-].[Na+]. (3) Given the product [Cl:1][C:2]1[C:7]([O:8][C:22]2[C:27]([C:28]([F:31])([F:30])[F:29])=[CH:26][CH:25]=[CH:24][N:23]=2)=[CH:6][C:5]([N:9]2[C:14](=[O:15])[CH:13]=[C:12]3[CH2:16][CH2:17][CH2:18][N:11]3[C:10]2=[O:19])=[C:4]([F:20])[CH:3]=1, predict the reactants needed to synthesize it. The reactants are: [Cl:1][C:2]1[C:7]([OH:8])=[CH:6][C:5]([N:9]2[C:14](=[O:15])[CH:13]=[C:12]3[CH2:16][CH2:17][CH2:18][N:11]3[C:10]2=[O:19])=[C:4]([F:20])[CH:3]=1.Cl[C:22]1[C:27]([C:28]([F:31])([F:30])[F:29])=[CH:26][CH:25]=[CH:24][N:23]=1. (4) Given the product [NH2:1][C:2]1[CH:43]=[CH:42][C:5]([C:6]([NH:8][C:9]23[CH2:14][C:13]([NH:16][C:17]4[N:22]=[C:21]([C:23]5[C:31]6[C:26](=[CH:27][CH:28]=[CH:29][CH:30]=6)[NH:25][CH:24]=5)[C:20]([Cl:41])=[CH:19][N:18]=4)([CH2:15]2)[CH2:12][CH2:11][CH2:10]3)=[O:7])=[CH:4][CH:3]=1, predict the reactants needed to synthesize it. The reactants are: [NH2:1][C:2]1[CH:43]=[CH:42][C:5]([C:6]([NH:8][C:9]23[CH2:15][C:13]([NH:16][C:17]4[N:22]=[C:21]([C:23]5[C:31]6[C:26](=[CH:27][CH:28]=[CH:29][CH:30]=6)[N:25](S(C6C=CC=CC=6)(=O)=O)[CH:24]=5)[C:20]([Cl:41])=[CH:19][N:18]=4)([CH2:14]2)[CH2:12][CH2:11][CH2:10]3)=[O:7])=[CH:4][CH:3]=1.C(O)(C(F)(F)F)=O.[OH-].[Na+].